Dataset: Forward reaction prediction with 1.9M reactions from USPTO patents (1976-2016). Task: Predict the product of the given reaction. (1) Given the reactants [Li]CCCC.Br[C:7]1[C:8]([CH3:15])=[CH:9][C:10]([O:13][CH3:14])=[N:11][CH:12]=1.CN([CH:19]=[O:20])C, predict the reaction product. The product is: [CH3:14][O:13][C:10]1[CH:9]=[C:8]([CH3:15])[C:7]([CH:19]=[O:20])=[CH:12][N:11]=1. (2) Given the reactants [OH:1][B:2]1[C:6]2[CH:7]=[C:8]([CH2:11][CH:12]=O)[CH:9]=[CH:10][C:5]=2[CH2:4][O:3]1.[CH3:14][C:15]1(C)[O:20]C(=O)CC(=O)[O:16]1.[OH-].[Na+], predict the reaction product. The product is: [OH:1][B:2]1[C:6]2[CH:7]=[C:8]([CH2:11][CH2:12][CH2:14][C:15]([OH:20])=[O:16])[CH:9]=[CH:10][C:5]=2[CH2:4][O:3]1. (3) Given the reactants B1([B:10]2[O:14][C:13]([CH3:16])([CH3:15])[C:12]([CH3:18])([CH3:17])[O:11]2)OC(C)(C)C(C)(C)O1.C([O-])(=O)C.[K+].C1(P(C2CCCCC2)C2CCCCC2)CCCCC1.C1(C)C=CC=CC=1.[CH2:50]([O:57][C:58]1[CH:73]=[C:72](Cl)[CH:71]=[CH:70][C:59]=1[C:60]([O:62][CH2:63][C:64]1[CH:69]=[CH:68][CH:67]=[CH:66][CH:65]=1)=[O:61])[C:51]1[CH:56]=[CH:55][CH:54]=[CH:53][CH:52]=1.C(=O)(O)[O-].[Na+], predict the reaction product. The product is: [CH2:50]([O:57][C:58]1[CH:73]=[C:72]([B:10]2[O:11][C:12]([CH3:17])([CH3:18])[C:13]([CH3:15])([CH3:16])[O:14]2)[CH:71]=[CH:70][C:59]=1[C:60]([O:62][CH2:63][C:64]1[CH:65]=[CH:66][CH:67]=[CH:68][CH:69]=1)=[O:61])[C:51]1[CH:52]=[CH:53][CH:54]=[CH:55][CH:56]=1. (4) Given the reactants [Cl:1][C:2]1[CH:7]=[C:6]([N+:8]([O-:10])=[O:9])[C:5](F)=[CH:4][C:3]=1[Cl:12].[Cl:13][C:14]1[CH:19]=[CH:18][C:17]([CH2:20][C:21]([O:23][CH3:24])=[O:22])=[CH:16][CH:15]=1.[H-].[Na+].[NH4+].[Cl-], predict the reaction product. The product is: [Cl:13][C:14]1[CH:15]=[CH:16][C:17]([CH:20]([C:5]2[CH:4]=[C:3]([Cl:12])[C:2]([Cl:1])=[CH:7][C:6]=2[N+:8]([O-:10])=[O:9])[C:21]([O:23][CH3:24])=[O:22])=[CH:18][CH:19]=1.